Dataset: Forward reaction prediction with 1.9M reactions from USPTO patents (1976-2016). Task: Predict the product of the given reaction. (1) Given the reactants [CH3:1][C:2]([N:6]1[CH2:11][CH2:10][N:9]([CH3:12])[CH2:8][CH2:7]1)([CH3:5])[C:3]#[CH:4].Cl[C:14]1[CH:23]=[C:22]2[C:17]([C:18](=[O:24])[NH:19][CH:20]=[N:21]2)=[CH:16][C:15]=1[N+:25]([O-:27])=[O:26].CCN(CC)CC.CS(C)=O, predict the reaction product. The product is: [CH3:5][C:2]([N:6]1[CH2:11][CH2:10][N:9]([CH3:12])[CH2:8][CH2:7]1)([CH3:1])[C:3]#[C:4][C:14]1[CH:23]=[C:22]2[C:17]([C:18]([OH:24])=[N:19][CH:20]=[N:21]2)=[CH:16][C:15]=1[N+:25]([O-:27])=[O:26]. (2) Given the reactants Cl[C:2]1[CH:7]=[CH:6][C:5]([S:8]([NH2:11])(=[O:10])=[O:9])=[CH:4][C:3]=1[N+:12]([O-:14])=[O:13].Cl.[F:16][C:17]([F:27])([F:26])[CH2:18][N:19]1[CH2:24][CH2:23][CH:22]([NH2:25])[CH2:21][CH2:20]1.C(N(CC)CC)C.O1CCOCC1, predict the reaction product. The product is: [N+:12]([C:3]1[CH:4]=[C:5]([S:8]([NH2:11])(=[O:10])=[O:9])[CH:6]=[CH:7][C:2]=1[NH:25][CH:22]1[CH2:23][CH2:24][N:19]([CH2:18][C:17]([F:27])([F:16])[F:26])[CH2:20][CH2:21]1)([O-:14])=[O:13]. (3) Given the reactants [CH2:1]([O:3][C:4](=[O:21])[C:5](=[O:20])[CH2:6][C:7]([C:10]1[C:18]2[O:17][CH2:16][O:15][C:14]=2[C:13]([Br:19])=[CH:12][CH:11]=1)([CH3:9])[CH3:8])[CH3:2].[F:22][C:23]([Si](C)(C)C)([F:25])[F:24].[F-].C([N+](CCCC)(CCCC)CCCC)CCC.O, predict the reaction product. The product is: [CH2:1]([O:3][C:4](=[O:21])[C:5]([OH:20])([C:23]([F:25])([F:24])[F:22])[CH2:6][C:7]([C:10]1[C:18]2[O:17][CH2:16][O:15][C:14]=2[C:13]([Br:19])=[CH:12][CH:11]=1)([CH3:9])[CH3:8])[CH3:2]. (4) The product is: [CH2:1]([N:8]1[C:12]2=[N:13][C:14]3[C:19]([C:20]([NH2:21])=[C:11]2[CH2:10][CH2:9]1)=[CH:18][C:17]([C:31]1[CH:36]=[CH:35][C:34]([CH3:37])=[CH:33][CH:32]=1)=[CH:16][CH:15]=3)[C:2]1[CH:7]=[CH:6][CH:5]=[CH:4][CH:3]=1. Given the reactants [CH2:1]([N:8]1[C:12]2=[N:13][C:14]3[C:19]([C:20]([NH2:21])=[C:11]2[CH2:10][CH2:9]1)=[CH:18][C:17](Br)=[CH:16][CH:15]=3)[C:2]1[CH:7]=[CH:6][CH:5]=[CH:4][CH:3]=1.C(=O)([O-])[O-].[Na+].[Na+].B([O-])O[C:31]1[CH:36]=[CH:35][C:34]([CH3:37])=[CH:33][CH:32]=1.O, predict the reaction product. (5) Given the reactants [F:1][C:2]1[CH:7]=[CH:6][C:5]([C@@H:8]2[CH2:10][C@H:9]2[NH:11]C(=O)OC(C)(C)C)=[CH:4][C:3]=1[C:19](=[O:27])[NH:20][C:21]1[S:22][C:23]([CH3:26])=[N:24][N:25]=1.[ClH:28].CO, predict the reaction product. The product is: [ClH:28].[ClH:28].[NH2:11][C@@H:9]1[CH2:10][C@H:8]1[C:5]1[CH:6]=[CH:7][C:2]([F:1])=[C:3]([CH:4]=1)[C:19]([NH:20][C:21]1[S:22][C:23]([CH3:26])=[N:24][N:25]=1)=[O:27]. (6) Given the reactants [CH3:1][N:2]([C@H:15]([C:17]1[CH:22]=[CH:21][CH:20]=[CH:19][CH:18]=1)[CH3:16])[C:3]1[CH:4]=[CH:5][C:6]2[N:7]([C:9]([C:12]([NH2:14])=O)=[N:10][N:11]=2)[N:8]=1.C([O-])(O)=O.[Na+].C(Cl)Cl, predict the reaction product. The product is: [CH3:1][N:2]([C@H:15]([C:17]1[CH:22]=[CH:21][CH:20]=[CH:19][CH:18]=1)[CH3:16])[C:3]1[CH:4]=[CH:5][C:6]2[N:7]([C:9]([C:12]#[N:14])=[N:10][N:11]=2)[N:8]=1. (7) Given the reactants [C:1]([C:5]1[CH:10]=[CH:9][C:8]([C:11]2[NH:12][C:13]([C:25]3[CH:30]=[CH:29][C:28]([Cl:31])=[CH:27][CH:26]=3)([CH3:24])[C:14]([C:17]3[CH:22]=[CH:21][C:20]([Cl:23])=[CH:19][CH:18]=3)([CH3:16])[N:15]=2)=[C:7]([O:32][CH2:33][CH3:34])[CH:6]=1)([CH3:4])([CH3:3])[CH3:2].[CH:35]1([C:38](Cl)=[O:39])[CH2:37][CH2:36]1, predict the reaction product. The product is: [C:1]([C:5]1[CH:10]=[CH:9][C:8]([C:11]2[N:15]([C:38]([CH:35]3[CH2:37][CH2:36]3)=[O:39])[C@@:14]([C:17]3[CH:22]=[CH:21][C:20]([Cl:23])=[CH:19][CH:18]=3)([CH3:16])[C@@:13]([C:25]3[CH:26]=[CH:27][C:28]([Cl:31])=[CH:29][CH:30]=3)([CH3:24])[N:12]=2)=[C:7]([O:32][CH2:33][CH3:34])[CH:6]=1)([CH3:2])([CH3:3])[CH3:4]. (8) Given the reactants C([O:8][N:9]([CH2:12][C@@H:13]([CH2:17][CH2:18][CH3:19])[C:14](O)=[O:15])[CH:10]=[O:11])C1C=CC=CC=1.[NH:20]1[CH2:24][CH2:23][CH2:22][C@H:21]1[C:25]1[NH:29][C:28]2[CH:30]=[CH:31][CH:32]=[CH:33][C:27]=2[N:26]=1, predict the reaction product. The product is: [NH:29]1[C:28]2[CH:30]=[CH:31][CH:32]=[CH:33][C:27]=2[N:26]=[C:25]1[C@@H:21]1[CH2:22][CH2:23][CH2:24][N:20]1[C:14]([C@H:13]([CH2:17][CH2:18][CH3:19])[CH2:12][N:9]([OH:8])[CH:10]=[O:11])=[O:15].